This data is from Full USPTO retrosynthesis dataset with 1.9M reactions from patents (1976-2016). The task is: Predict the reactants needed to synthesize the given product. (1) The reactants are: FC(F)(F)C([N:5]1[CH2:15][CH:14]2[CH2:16][CH:7]([C:8]3[CH:9]=[C:10]([NH2:18])[C:11]([OH:17])=[CH:12][C:13]=32)[CH2:6]1)=O.[C:21]([Cl:25])(=O)[CH2:22][CH3:23]. Given the product [ClH:25].[CH2:22]([C:23]1[O:17][C:11]2[C:10]([N:18]=1)=[CH:9][C:8]1[CH:7]3[CH2:16][CH:14]([CH2:15][NH:5][CH2:6]3)[C:13]=1[CH:12]=2)[CH3:21], predict the reactants needed to synthesize it. (2) The reactants are: [NH2:1][C:2]1[CH:7]=[CH:6][C:5]([C:8]2[C:16]3[C:15]([NH2:17])=[N:14][CH:13]=[N:12][C:11]=3[N:10]([CH:18]3[CH2:23][CH2:22][O:21][CH2:20][CH2:19]3)[CH:9]=2)=[CH:4][C:3]=1[O:24][CH3:25].N1C=CC=CC=1.[C:32]1([O:38][C:39](Cl)=[O:40])[CH:37]=[CH:36][CH:35]=[CH:34][CH:33]=1.C1(CS(Cl)(=O)=O)C=CC=CC=1. Given the product [NH2:17][C:15]1[C:16]2[C:8]([C:5]3[CH:6]=[CH:7][C:2]([NH:1][C:39](=[O:40])[O:38][C:32]4[CH:37]=[CH:36][CH:35]=[CH:34][CH:33]=4)=[C:3]([O:24][CH3:25])[CH:4]=3)=[CH:9][N:10]([CH:18]3[CH2:19][CH2:20][O:21][CH2:22][CH2:23]3)[C:11]=2[N:12]=[CH:13][N:14]=1, predict the reactants needed to synthesize it.